Dataset: Reaction yield outcomes from USPTO patents with 853,638 reactions. Task: Predict the reaction yield, written as a fraction of the theoretical maximum amount of product (1.0 means a 100% yield; for example, 0.34 means a 34% yield). (1) The reactants are [CH2:1]([CH:3]([N:6]1[CH:11]=[C:10]([CH3:12])[N:9]=[C:8](SC)[C:7]1=[O:15])[CH2:4][CH3:5])[CH3:2].O[O:17][S:18]([O-:20])=O.[K+].[CH2:22]1COCC1. The catalyst is O.C(OCC)(=O)C. The product is [CH2:1]([CH:3]([N:6]1[CH:11]=[C:10]([CH3:12])[N:9]=[C:8]([S:18]([CH3:22])(=[O:20])=[O:17])[C:7]1=[O:15])[CH2:4][CH3:5])[CH3:2]. The yield is 0.670. (2) The reactants are Cl[C:2]1[O:3][C:4]2[C:5](=[C:7]([C:11]([O:13][CH3:14])=[O:12])[CH:8]=[CH:9][CH:10]=2)[N:6]=1.[CH3:15][O:16][CH:17]1[CH2:22][CH2:21][NH:20][CH2:19][CH2:18]1.[H-].[Na+]. The catalyst is CN1C(=O)CCC1. The product is [CH3:15][O:16][CH:17]1[CH2:22][CH2:21][N:20]([C:2]2[O:3][C:4]3[C:5](=[C:7]([C:11]([O:13][CH3:14])=[O:12])[CH:8]=[CH:9][CH:10]=3)[N:6]=2)[CH2:19][CH2:18]1. The yield is 0.500. (3) The reactants are ClCCl.Br[C:5]1[CH:6]=[C:7]([CH:14]=[C:15]([N+:17]([O-:19])=[O:18])[CH:16]=1)[C:8]([NH:10][CH:11]([CH3:13])[CH3:12])=[O:9].[CH:20]1(B(O)O)[CH2:22][CH2:21]1.C([O-])([O-])=O.[K+].[K+]. The catalyst is O1CCOCC1.O.C1C=CC(P(C2C=CC=CC=2)[C-]2C=CC=C2)=CC=1.C1C=CC(P(C2C=CC=CC=2)[C-]2C=CC=C2)=CC=1.Cl[Pd]Cl.[Fe+2]. The product is [CH:20]1([C:5]2[CH:6]=[C:7]([CH:14]=[C:15]([N+:17]([O-:19])=[O:18])[CH:16]=2)[C:8]([NH:10][CH:11]([CH3:13])[CH3:12])=[O:9])[CH2:22][CH2:21]1. The yield is 0.550. (4) The reactants are [CH2:1]([O:3][C:4]1[C:8]([CH2:9][CH2:10][CH2:11][OH:12])=[CH:7][N:6]([C:13]2[CH:18]=[CH:17][C:16]([C:19]([F:22])([F:21])[F:20])=[CH:15][CH:14]=2)[N:5]=1)[CH3:2].[CH2:23]([O:25][C:26]1[CH:31]=[C:30](O)[CH:29]=[CH:28][C:27]=1[CH2:33][CH2:34][C:35]([O:37]C)=[O:36])[CH3:24].C(P(CCCC)CCCC)CCC.N(C(N1CCCCC1)=O)=NC(N1CCCCC1)=O. The catalyst is O1CCCC1. The product is [CH2:23]([O:25][C:26]1[CH:31]=[C:30]([O:12][CH2:11][CH2:10][CH2:9][C:8]2[C:4]([O:3][CH2:1][CH3:2])=[N:5][N:6]([C:13]3[CH:18]=[CH:17][C:16]([C:19]([F:21])([F:22])[F:20])=[CH:15][CH:14]=3)[CH:7]=2)[CH:29]=[CH:28][C:27]=1[CH2:33][CH2:34][C:35]([OH:37])=[O:36])[CH3:24]. The yield is 0.650. (5) The reactants are [Si]([O:8][CH2:9][C@@H:10]1[C@@H:14]([O:15][Si:16]([CH:23]([CH3:25])[CH3:24])([CH:20]([CH3:22])[CH3:21])[CH:17]([CH3:19])[CH3:18])[CH2:13][C@H:12]([NH:26][C:27]2[C:32]([C:33]([C:35]3[S:36][C:37]([Cl:43])=[C:38]([CH2:40][O:41][CH3:42])[CH:39]=3)=[O:34])=[CH:31][N:30]=[CH:29][N:28]=2)[CH2:11]1)(C(C)(C)C)(C)C.Cl. The catalyst is CCO. The product is [Cl:43][C:37]1[S:36][C:35]([C:33]([C:32]2[C:27]([NH:26][C@H:12]3[CH2:13][C@H:14]([O:15][Si:16]([CH:20]([CH3:21])[CH3:22])([CH:17]([CH3:18])[CH3:19])[CH:23]([CH3:24])[CH3:25])[C@@H:10]([CH2:9][OH:8])[CH2:11]3)=[N:28][CH:29]=[N:30][CH:31]=2)=[O:34])=[CH:39][C:38]=1[CH2:40][O:41][CH3:42]. The yield is 0.830.